This data is from Reaction yield outcomes from USPTO patents with 853,638 reactions. The task is: Predict the reaction yield, written as a fraction of the theoretical maximum amount of product (1.0 means a 100% yield; for example, 0.34 means a 34% yield). (1) The reactants are C([Sn]1(CCCC)[O:10][CH2:9][C:8]2([CH2:15][CH2:14][CH:13]=[CH:12][CH2:11]2)[CH2:7][O:6]1)CCC.[CH2:20]([C:22]1([CH2:29][CH3:30])[CH2:27][O:26][C:25](=S)[O:24][CH2:23]1)[CH3:21]. No catalyst specified. The product is [CH2:20]([C:22]1([CH2:29][CH3:30])[CH2:27][O:26][C:25]2([O:6][CH2:7][C:8]3([CH2:15][CH2:14][CH:13]=[CH:12][CH2:11]3)[CH2:9][O:10]2)[O:24][CH2:23]1)[CH3:21]. The yield is 0.940. (2) The reactants are [F:1][C:2]1[C:14]([NH:15][CH2:16][C:17]2[CH:22]=[C:21]([C:23]3[CH:28]=[CH:27][CH:26]=[C:25]([F:29])[CH:24]=3)[CH:20]=[CH:19][C:18]=2[F:30])=[C:13]([CH3:31])[CH:12]=[CH:11][C:3]=1[O:4][CH2:5][C:6]([O:8]CC)=[O:7].[OH-].[Na+]. The catalyst is C1COCC1. The product is [F:1][C:2]1[C:14]([NH:15][CH2:16][C:17]2[CH:22]=[C:21]([C:23]3[CH:28]=[CH:27][CH:26]=[C:25]([F:29])[CH:24]=3)[CH:20]=[CH:19][C:18]=2[F:30])=[C:13]([CH3:31])[CH:12]=[CH:11][C:3]=1[O:4][CH2:5][C:6]([OH:8])=[O:7]. The yield is 0.820. (3) The reactants are [Si]([O:8][CH2:9][CH2:10][O:11][C:12]1[CH:13]=[CH:14][C:15]([C:28]2[NH:37][C:36](=[O:38])[C:35]3[C:30](=[CH:31][C:32]([O:41][CH3:42])=[CH:33][C:34]=3[O:39][CH3:40])[N:29]=2)=[N:16][C:17]=1[C:18]1[CH:23]=[CH:22][CH:21]=[C:20]([S:24]([CH3:27])(=[O:26])=[O:25])[CH:19]=1)(C(C)(C)C)(C)C.[F-].C([N+](CCCC)(CCCC)CCCC)CCC. The catalyst is C1COCC1. The product is [OH:8][CH2:9][CH2:10][O:11][C:12]1[CH:13]=[CH:14][C:15]([C:28]2[NH:37][C:36](=[O:38])[C:35]3[C:30](=[CH:31][C:32]([O:41][CH3:42])=[CH:33][C:34]=3[O:39][CH3:40])[N:29]=2)=[N:16][C:17]=1[C:18]1[CH:23]=[CH:22][CH:21]=[C:20]([S:24]([CH3:27])(=[O:26])=[O:25])[CH:19]=1. The yield is 0.990. (4) The reactants are OC1C=C([CH2:8][C:9]#[N:10])C=CC=1.[CH2:11]=[O:12].[OH2:13].[C:14]1([CH3:24])[CH:19]=[CH:18][C:17](S(O)(=O)=O)=[CH:16][CH:15]=1. The catalyst is C1(C)C=CC=CC=1. The product is [O:12]1[C:15]2[CH:16]=[C:17]([CH2:8][C:9]#[N:10])[CH:18]=[CH:19][C:14]=2[CH2:24][O:13][CH2:11]1. The yield is 0.0500. (5) The reactants are [CH2:1]([N:8]1[CH2:13][CH2:12][N:11]([C:14]([NH:16][C:17]2[CH:22]=[C:21]([O:23][C:24]3[CH:25]=[N:26][C:27]([N+:30]([O-])=O)=[CH:28][CH:29]=3)[CH:20]=[CH:19][N:18]=2)=[O:15])[CH2:10][CH2:9]1)[C:2]1[CH:7]=[CH:6][CH:5]=[CH:4][CH:3]=1.C([O-])=O.[NH4+]. The catalyst is CO.C1COCC1.[Zn]. The product is [NH2:30][C:27]1[N:26]=[CH:25][C:24]([O:23][C:21]2[CH:20]=[CH:19][N:18]=[C:17]([NH:16][C:14]([N:11]3[CH2:10][CH2:9][N:8]([CH2:1][C:2]4[CH:3]=[CH:4][CH:5]=[CH:6][CH:7]=4)[CH2:13][CH2:12]3)=[O:15])[CH:22]=2)=[CH:29][CH:28]=1. The yield is 0.640.